This data is from Reaction yield outcomes from USPTO patents with 853,638 reactions. The task is: Predict the reaction yield, written as a fraction of the theoretical maximum amount of product (1.0 means a 100% yield; for example, 0.34 means a 34% yield). (1) The reactants are C(=O)([O-])[O-].[K+].[K+].[NH:7]1[CH2:12][CH2:11][O:10][CH2:9][CH2:8]1.CC1C=CC(S(O[CH2:24][C@@H:25]2[CH2:29][O:28][C:27](=[O:30])[NH:26]2)(=O)=O)=CC=1. The catalyst is C(#N)C. The product is [N:7]1([CH2:24][C@@H:25]2[CH2:29][O:28][C:27](=[O:30])[NH:26]2)[CH2:12][CH2:11][O:10][CH2:9][CH2:8]1. The yield is 0.920. (2) The reactants are [Cl:1][C:2]1[CH:3]=[C:4]2[C:10]3([CH2:15][CH2:14][N:13]([C:16]([O:18][C:19]([CH3:22])([CH3:21])[CH3:20])=[O:17])[CH2:12][CH2:11]3)[CH2:9][N:8]([C:23]3[C:24]4[C@H:31]([CH3:32])[CH2:30][C@@H:29](O)[C:25]=4[N:26]=[CH:27][N:28]=3)[C:5]2=[CH:6][CH:7]=1.CCN(S(F)(F)[F:40])CC. The catalyst is C(Cl)Cl. The product is [Cl:1][C:2]1[CH:3]=[C:4]2[C:10]3([CH2:15][CH2:14][N:13]([C:16]([O:18][C:19]([CH3:22])([CH3:21])[CH3:20])=[O:17])[CH2:12][CH2:11]3)[CH2:9][N:8]([C:23]3[C:24]4[C@H:31]([CH3:32])[CH2:30][C@H:29]([F:40])[C:25]=4[N:26]=[CH:27][N:28]=3)[C:5]2=[CH:6][CH:7]=1. The yield is 0.400. (3) The reactants are FC(F)(F)[C:3]([OH:5])=[O:4].[NH2:8][C:9]1[C:17]2[C:12](=[CH:13][CH:14]=[CH:15][CH:16]=2)[C:11]([C:25]2[CH:30]=[CH:29][C:28]([O:31][S:32]([CH3:35])(=[O:34])=[O:33])=[CH:27][CH:26]=2)([C:18]2[CH:23]=[CH:22][CH:21]=[C:20]([Br:24])[CH:19]=2)[N:10]=1.N1[CH:41]=[CH:40][CH:39]=CC=1.[CH3:42]S(Cl)(=O)=O. The catalyst is O1CCCC1. The product is [Br:24][C:20]1[CH:19]=[C:18]([C:11]2([C:25]3[CH:30]=[CH:29][C:28]([O:31][S:32]([CH3:35])(=[O:34])=[O:33])=[CH:27][CH:26]=3)[C:12]3[C:17](=[CH:16][CH:15]=[CH:14][CH:13]=3)[C:9]([NH:8][C:3]([O:5][C:40]([CH3:39])([CH3:41])[CH3:42])=[O:4])=[N:10]2)[CH:23]=[CH:22][CH:21]=1. The yield is 0.700. (4) The reactants are [Cl:1][C:2]1[C:3]2[N:4]([C:8]([C@H:11]3[CH2:16][N:15]4[C:17](=[O:22])[O:18][C:19]([CH3:21])([CH3:20])[C@@H:14]4[CH2:13][CH2:12]3)=[N:9][CH:10]=2)[CH:5]=[CH:6][N:7]=1.[Br:23]N1C(=O)CCC1=O. The catalyst is CC#N. The product is [Br:23][C:10]1[N:9]=[C:8]([C@H:11]2[CH2:16][N:15]3[C:17](=[O:22])[O:18][C:19]([CH3:20])([CH3:21])[C@@H:14]3[CH2:13][CH2:12]2)[N:4]2[CH:5]=[CH:6][N:7]=[C:2]([Cl:1])[C:3]=12. The yield is 0.853.